The task is: Predict the reactants needed to synthesize the given product.. This data is from Full USPTO retrosynthesis dataset with 1.9M reactions from patents (1976-2016). (1) Given the product [Cl:18][C:16]1[CH:15]=[CH:14][C:13]2[C:9]([NH:8][C:6](=[O:7])[C:5]3[CH:22]=[CH:23][C:24]([F:25])=[C:3]([CH2:2][N:26]4[CH2:31][CH2:30][O:29][CH2:28][CH2:27]4)[CH:4]=3)=[C:10]([C:19]([NH2:21])=[O:20])[O:11][C:12]=2[CH:17]=1, predict the reactants needed to synthesize it. The reactants are: Br[CH2:2][C:3]1[CH:4]=[C:5]([CH:22]=[CH:23][C:24]=1[F:25])[C:6]([NH:8][C:9]1[C:13]2[CH:14]=[CH:15][C:16]([Cl:18])=[CH:17][C:12]=2[O:11][C:10]=1[C:19]([NH2:21])=[O:20])=[O:7].[NH:26]1[CH2:31][CH2:30][O:29][CH2:28][CH2:27]1.CN1CCOCC1.C(C1C=CC=CC=1C=C)=C. (2) Given the product [CH2:1]([NH:4][C:5]1[C:14]2[C:9](=[CH:10][CH:11]=[C:12]([N+:15]([O-:17])=[O:16])[CH:13]=2)[N:8]=[C:7]([NH:22][CH2:21][C:20]([F:24])([F:23])[F:19])[N:6]=1)[CH:2]=[CH2:3], predict the reactants needed to synthesize it. The reactants are: [CH2:1]([NH:4][C:5]1[C:14]2[C:9](=[CH:10][CH:11]=[C:12]([N+:15]([O-:17])=[O:16])[CH:13]=2)[N:8]=[C:7](Cl)[N:6]=1)[CH:2]=[CH2:3].[F:19][C:20]([F:24])([F:23])[CH2:21][NH2:22].C(N(CC)CC)C. (3) Given the product [Br:22][CH2:6][C:3]1([C:2]([F:9])([F:8])[F:1])[CH2:5][CH2:4]1, predict the reactants needed to synthesize it. The reactants are: [F:1][C:2]([F:9])([F:8])[C:3]1([CH2:6]O)[CH2:5][CH2:4]1.CCN(CC)CC.CS(Cl)(=O)=O.[Br-:22].[Na+]. (4) Given the product [Cl:45][C:30]1[C:31]([NH:33][C@@H:34]2[CH2:39][CH2:38][CH2:37][CH2:36][C@H:35]2[NH:40][S:41]([CH3:44])(=[O:43])=[O:42])=[N:32][C:27]([NH:25][C:22]2[CH:23]=[CH:24][C:17]3[CH2:16][CH2:15][CH:14]([N:11]4[CH2:12][CH2:13][CH:8]([N:5]5[CH2:4][CH2:3][N:2]([CH3:1])[CH2:7][CH2:6]5)[CH2:9][CH2:10]4)[CH2:20][CH2:19][C:18]=3[CH:21]=2)=[N:28][CH:29]=1, predict the reactants needed to synthesize it. The reactants are: [CH3:1][N:2]1[CH2:7][CH2:6][N:5]([CH:8]2[CH2:13][CH2:12][N:11]([CH:14]3[CH2:20][CH2:19][C:18]4[CH:21]=[C:22]([NH2:25])[CH:23]=[CH:24][C:17]=4[CH2:16][CH2:15]3)[CH2:10][CH2:9]2)[CH2:4][CH2:3]1.Cl[C:27]1[N:32]=[C:31]([NH:33][CH:34]2[CH2:39][CH2:38][CH2:37][CH2:36][CH:35]2[NH:40][S:41]([CH3:44])(=[O:43])=[O:42])[C:30]([Cl:45])=[CH:29][N:28]=1.